From a dataset of Full USPTO retrosynthesis dataset with 1.9M reactions from patents (1976-2016). Predict the reactants needed to synthesize the given product. (1) Given the product [CH2:31]([O:38][C:39]([NH:41][C@H:42]1[CH2:46][CH2:47][N:48]([C:49]2[N:57]3[C:53](=[N:54][C:55]4[CH:61]=[CH:60][CH:59]=[CH:58][C:56]=43)[C:52]([C:62]#[N:63])=[C:51]([CH3:64])[C:50]=2[CH2:65][CH3:66])[C:43]1=[O:44])=[O:40])[C:32]1[CH:37]=[CH:36][CH:35]=[CH:34][CH:33]=1, predict the reactants needed to synthesize it. The reactants are: C(N(CC)CC)C.ClCCl.N1(O[P+](N(C)C)(N(C)C)N(C)C)C2C=CC=CC=2N=N1.[CH2:31]([O:38][C:39]([NH:41][C@@H:42]([CH2:46][CH2:47][NH:48][C:49]1[N:57]2[C:53](=[N:54][C:55]3[CH:61]=[CH:60][CH:59]=[CH:58][C:56]=32)[C:52]([C:62]#[N:63])=[C:51]([CH3:64])[C:50]=1[CH2:65][CH3:66])[C:43](O)=[O:44])=[O:40])[C:32]1[CH:37]=[CH:36][CH:35]=[CH:34][CH:33]=1. (2) Given the product [C:11]([C:6]1[CH:5]=[CH:10][C:9]([C:21](=[O:23])[CH2:29][C:28](=[O:30])[CH:27]([CH3:31])[CH3:26])=[CH:8][CH:7]=1)(=[O:18])[C:12]1[CH:13]=[CH:14][CH:15]=[CH:16][CH:17]=1, predict the reactants needed to synthesize it. The reactants are: C(OC(=O)[C:5]1[CH:10]=[CH:9][CH:8]=[CH:7][C:6]=1[C:11](=[O:18])[C:12]1[CH:17]=[CH:16][CH:15]=[CH:14][CH:13]=1)C.C[C:21](C)([O-:23])C.[K+].[CH3:26][CH:27]([CH3:31])[C:28](=[O:30])[CH3:29]. (3) Given the product [C:1]([O:5][C:6]([N:8]1[CH2:12][C@@H:11]([C:13]#[N:14])[CH2:10][C@H:9]1[C:15](=[O:17])[NH:23][CH2:22][C:21]1[CH:24]=[CH:25][CH:26]=[C:19]([Cl:18])[C:20]=1[F:27])=[O:7])([CH3:2])([CH3:3])[CH3:4], predict the reactants needed to synthesize it. The reactants are: [C:1]([O:5][C:6]([N:8]1[CH2:12][C@@H:11]([C:13]#[N:14])[CH2:10][C@H:9]1[C:15]([OH:17])=O)=[O:7])([CH3:4])([CH3:3])[CH3:2].[Cl:18][C:19]1[C:20]([F:27])=[C:21]([CH:24]=[CH:25][CH:26]=1)[CH2:22][NH2:23].CN(C(ON1N=NC2C=CC=CC1=2)=[N+](C)C)C.F[P-](F)(F)(F)(F)F.CCN(C(C)C)C(C)C. (4) Given the product [CH2:18]([NH:27][C:28]([O:1][CH:2]1[CH2:7][C:6]([CH3:8])([CH3:9])[N:5]([O:10][CH2:11][C:12]([OH:15])([CH3:14])[CH3:13])[C:4]([CH3:17])([CH3:16])[CH2:3]1)=[O:29])[CH2:19][CH2:20][CH2:21][CH2:22][CH2:23][NH:24][C:25]([O:1][CH:2]1[CH2:7][C:6]([CH3:8])([CH3:9])[N:5]([O:10][CH2:11][C:12]([OH:15])([CH3:14])[CH3:13])[C:4]([CH3:17])([CH3:16])[CH2:3]1)=[O:26], predict the reactants needed to synthesize it. The reactants are: [OH:1][CH:2]1[CH2:7][C:6]([CH3:9])([CH3:8])[N:5]([O:10][CH2:11][C:12]([OH:15])([CH3:14])[CH3:13])[C:4]([CH3:17])([CH3:16])[CH2:3]1.[CH2:18]([N:27]=[C:28]=[O:29])[CH2:19][CH2:20][CH2:21][CH2:22][CH2:23][N:24]=[C:25]=[O:26].